Dataset: Peptide-MHC class I binding affinity with 185,985 pairs from IEDB/IMGT. Task: Regression. Given a peptide amino acid sequence and an MHC pseudo amino acid sequence, predict their binding affinity value. This is MHC class I binding data. (1) The peptide sequence is MSDLTFSEE. The MHC is HLA-B35:01 with pseudo-sequence HLA-B35:01. The binding affinity (normalized) is 0.0847. (2) The peptide sequence is FYLPNIVDY. The MHC is HLA-B07:02 with pseudo-sequence HLA-B07:02. The binding affinity (normalized) is 0.0847. (3) The peptide sequence is EAVYGNIKHK. The MHC is HLA-A11:01 with pseudo-sequence HLA-A11:01. The binding affinity (normalized) is 0.134. (4) The peptide sequence is YTAVVPLVM. The MHC is HLA-B46:01 with pseudo-sequence HLA-B46:01. The binding affinity (normalized) is 0.663. (5) The peptide sequence is DLNKVIQFL. The MHC is HLA-B58:01 with pseudo-sequence HLA-B58:01. The binding affinity (normalized) is 0.0847. (6) The binding affinity (normalized) is 0. The peptide sequence is HPVHAGPIA. The MHC is HLA-B44:03 with pseudo-sequence HLA-B44:03. (7) The peptide sequence is AELIDSFTW. The MHC is HLA-A25:01 with pseudo-sequence HLA-A25:01. The binding affinity (normalized) is 0.0847. (8) The peptide sequence is YLRDHFYNL. The MHC is HLA-B08:01 with pseudo-sequence HLA-B08:01. The binding affinity (normalized) is 0.804. (9) The peptide sequence is RPRGEVRFL. The MHC is HLA-B51:01 with pseudo-sequence HLA-B51:01. The binding affinity (normalized) is 0.